From a dataset of Catalyst prediction with 721,799 reactions and 888 catalyst types from USPTO. Predict which catalyst facilitates the given reaction. (1) Reactant: [CH2:1]([Li])[CH2:2][CH2:3][CH3:4].CCCCCC.F[C:13]1[CH:18]=[CH:17]C(C)=[CH:15][N:14]=1.[Cl-].[NH4+:21]. Product: [CH3:4][C:3]1[CH:2]=[CH:1][C:13]([CH2:18][C:17]#[N:21])=[N:14][CH:15]=1. The catalyst class is: 841. (2) Reactant: C([O-])(=O)C.[NH4+].[CH2:6]([N:13]1[CH2:18][CH:17]([CH2:19][CH3:20])[C:16](=O)[C:15]([CH2:23][CH3:24])([CH3:22])[CH2:14]1)[C:7]1[CH:12]=[CH:11][CH:10]=[CH:9][CH:8]=1.C([BH3-])#[N:26].[Na+]. Product: [NH2:26][CH:16]1[CH:17]([CH2:19][CH3:20])[CH2:18][N:13]([CH2:6][C:7]2[CH:12]=[CH:11][CH:10]=[CH:9][CH:8]=2)[CH2:14][C:15]1([CH2:23][CH3:24])[CH3:22]. The catalyst class is: 5. (3) Reactant: [CH2:1]([N:3]1[C:12]2[C:7](=[C:8]([F:33])[C:9]([O:23][CH2:24][C:25]3[CH:30]=[CH:29][C:28]([O:31][CH3:32])=[CH:27][CH:26]=3)=[C:10]([O:13][CH2:14][C:15]3[CH:20]=[CH:19][C:18]([O:21][CH3:22])=[CH:17][CH:16]=3)[CH:11]=2)[C:6](=[O:34])[C:5]([C:35](O)=[O:36])=[CH:4]1)[CH3:2].ClC(OCC(C)C)=O.CC(C[AlH]CC(C)C)C. Product: [CH2:1]([N:3]1[C:12]2[C:7](=[C:8]([F:33])[C:9]([O:23][CH2:24][C:25]3[CH:26]=[CH:27][C:28]([O:31][CH3:32])=[CH:29][CH:30]=3)=[C:10]([O:13][CH2:14][C:15]3[CH:16]=[CH:17][C:18]([O:21][CH3:22])=[CH:19][CH:20]=3)[CH:11]=2)[C:6](=[O:34])[C:5]([CH2:35][OH:36])=[CH:4]1)[CH3:2]. The catalyst class is: 207. (4) The catalyst class is: 3. Reactant: [CH2:1]([O:3][C:4](=[O:31])[CH2:5][S:6][C:7]1[N:8]([C:24]2[CH:29]=[CH:28][CH:27]=[C:26]([F:30])[CH:25]=2)[C:9](=[O:23])[C:10]2[C:15]([C:16]3[CH:21]=[CH:20][CH:19]=[CH:18][C:17]=3[OH:22])=[CH:14][S:13][C:11]=2[N:12]=1)[CH3:2].C([O-])([O-])=O.[K+].[K+].Br[CH2:39][CH2:40][CH2:41][Cl:42].C([O-])(O)=O.[Na+]. Product: [CH2:1]([O:3][C:4](=[O:31])[CH2:5][S:6][C:7]1[N:8]([C:24]2[CH:29]=[CH:28][CH:27]=[C:26]([F:30])[CH:25]=2)[C:9](=[O:23])[C:10]2[C:15]([C:16]3[CH:21]=[CH:20][CH:19]=[CH:18][C:17]=3[O:22][CH2:39][CH2:40][CH2:41][Cl:42])=[CH:14][S:13][C:11]=2[N:12]=1)[CH3:2].